Dataset: Full USPTO retrosynthesis dataset with 1.9M reactions from patents (1976-2016). Task: Predict the reactants needed to synthesize the given product. (1) Given the product [C:14]([O:13][C:11]([N:8]1[CH2:7][CH2:6][CH:5]([CH:2]([NH:1][S:31]([C:29]2[S:30][C:26]([Cl:25])=[CH:27][CH:28]=2)(=[O:33])=[O:32])[CH2:3][OH:4])[CH2:10][CH2:9]1)=[O:12])([CH3:17])([CH3:16])[CH3:15], predict the reactants needed to synthesize it. The reactants are: [NH2:1][C@@H:2]([CH:5]1[CH2:10][CH2:9][N:8]([C:11]([O:13][C:14]([CH3:17])([CH3:16])[CH3:15])=[O:12])[CH2:7][CH2:6]1)[CH2:3][OH:4].C(N(CC)CC)C.[Cl:25][C:26]1[S:30][C:29]([S:31](Cl)(=[O:33])=[O:32])=[CH:28][CH:27]=1. (2) Given the product [C:30]1([C:20]2[CH:21]=[CH:4][CH:3]=[CH:2][CH:1]=2)[CH:31]=[CH:26][C:27]([C:32]2[N:24]=[C:11]([CH2:10][CH2:9][NH:8][C:6](=[O:7])[O:5][CH2:1][CH2:2][CH2:3][CH3:4])[NH:8][C:9]=2[CH3:10])=[CH:28][CH:29]=1, predict the reactants needed to synthesize it. The reactants are: [CH2:1]([O:5][C:6]([NH:8][CH2:9][CH2:10][C:11](O)=O)=[O:7])[CH2:2][CH2:3][CH3:4].C(=O)([O-])[O-].[Cs+].[Cs+].[C:20]([O-])(=O)[CH3:21].[NH4+:24].O.[C:26]1(C)[C:27]([CH3:32])=[CH:28][CH:29]=[CH:30][CH:31]=1. (3) The reactants are: [Br:1][C:2]1[S:3][C:4]([C:8]([OH:10])=O)=[C:5]([CH3:7])[N:6]=1.C(N(CC)C(C)C)(C)C.Cl.C(N=C=NCCCN(C)C)C.ON1C2C=CC=CC=2N=N1.[F:42][C:43]1[CH:48]=[CH:47][C:46]([CH2:49][NH2:50])=[CH:45][CH:44]=1. Given the product [Br:1][C:2]1[S:3][C:4]([C:8]([NH:50][CH2:49][C:46]2[CH:47]=[CH:48][C:43]([F:42])=[CH:44][CH:45]=2)=[O:10])=[C:5]([CH3:7])[N:6]=1, predict the reactants needed to synthesize it.